Dataset: Reaction yield outcomes from USPTO patents with 853,638 reactions. Task: Predict the reaction yield, written as a fraction of the theoretical maximum amount of product (1.0 means a 100% yield; for example, 0.34 means a 34% yield). The reactants are [H-].[Na+].[CH3:3][C:4]1[CH:13]=[C:12]([N:14]2[CH2:18][CH2:17][CH2:16][CH2:15]2)[C:11]2[C:6](=[CH:7][C:8]([CH2:19][OH:20])=[CH:9][CH:10]=2)[N:5]=1.Cl.Cl[C:23]1[CH:28]=[CH:27][N:26]=[CH:25][CH:24]=1. The product is [CH3:3][C:4]1[CH:13]=[C:12]([N:14]2[CH2:18][CH2:17][CH2:16][CH2:15]2)[C:11]2[C:6](=[CH:7][C:8]([CH2:19][O:20][C:23]3[CH:28]=[CH:27][N:26]=[CH:25][CH:24]=3)=[CH:9][CH:10]=2)[N:5]=1. The yield is 0.240. No catalyst specified.